Dataset: Reaction yield outcomes from USPTO patents with 853,638 reactions. Task: Predict the reaction yield, written as a fraction of the theoretical maximum amount of product (1.0 means a 100% yield; for example, 0.34 means a 34% yield). The reactants are [CH:1]1[C:10]2[C:5](=[CH:6][CH:7]=[CH:8][CH:9]=2)[CH:4]=[CH:3][C:2]=1[C@H:11]1[C@H:16]([C:17]2[CH:26]=[CH:25][C:24]3[C:19](=[CH:20][CH:21]=[CH:22][CH:23]=3)[CH:18]=2)[N:15]2[CH2:27][CH2:28][N:12]1[CH2:13][CH2:14]2.[F:29][C:30]([F:37])([F:36])[S:31]([O:34]C)(=[O:33])=[O:32]. The catalyst is C(Cl)Cl. The product is [F:29][C:30]([F:37])([F:36])[S:31]([O-:34])(=[O:33])=[O:32].[CH3:30][N+:12]12[CH2:28][CH2:27][N:15]([CH2:14][CH2:13]1)[C@@H:16]([C:17]1[CH:26]=[CH:25][C:24]3[C:19](=[CH:20][CH:21]=[CH:22][CH:23]=3)[CH:18]=1)[C@@H:11]2[C:2]1[CH:3]=[CH:4][C:5]2[C:10](=[CH:9][CH:8]=[CH:7][CH:6]=2)[CH:1]=1. The yield is 0.960.